Dataset: Full USPTO retrosynthesis dataset with 1.9M reactions from patents (1976-2016). Task: Predict the reactants needed to synthesize the given product. (1) Given the product [C:36]1([C:42]2[S:43][C:44]([C:28]([C:27]3[CH:31]=[C:23]([Br:22])[CH:24]=[CH:25][C:26]=3[C:32]([F:35])([F:34])[F:33])=[O:30])=[CH:45][CH:46]=2)[CH:41]=[CH:40][CH:39]=[CH:38][CH:37]=1, predict the reactants needed to synthesize it. The reactants are: C([Sn](CCCC)(CCCC)C1C=CC(CC)=CC=1)CCC.[Br:22][C:23]1[CH:24]=[CH:25][C:26]([C:32]([F:35])([F:34])[F:33])=[C:27]([CH:31]=1)[C:28]([OH:30])=O.[C:36]1([C:42]2[S:43][CH:44]=[CH:45][CH:46]=2)[CH:41]=[CH:40][CH:39]=[CH:38][CH:37]=1. (2) Given the product [O:13]=[C:12]1[CH:11]=[CH:10][N:9]([C:14]2[CH:15]=[CH:16][C:17]([O:20][C:21]([F:24])([F:23])[F:22])=[CH:18][CH:19]=2)[N:8]=[C:7]1[C:5]1[N:26]([C:28]2[CH:33]=[CH:32][C:31]([S:34]([NH2:37])(=[O:35])=[O:36])=[CH:30][CH:29]=2)[N:27]=[CH:3][CH:4]=1, predict the reactants needed to synthesize it. The reactants are: CN(C)/[CH:3]=[CH:4]/[C:5]([C:7]1[C:12](=[O:13])[CH:11]=[CH:10][N:9]([C:14]2[CH:19]=[CH:18][C:17]([O:20][C:21]([F:24])([F:23])[F:22])=[CH:16][CH:15]=2)[N:8]=1)=O.[NH:26]([C:28]1[CH:33]=[CH:32][C:31]([S:34]([NH2:37])(=[O:36])=[O:35])=[CH:30][CH:29]=1)[NH2:27].